Dataset: Full USPTO retrosynthesis dataset with 1.9M reactions from patents (1976-2016). Task: Predict the reactants needed to synthesize the given product. (1) Given the product [CH3:1][O:2][C:3](=[O:19])[CH:4]([NH:8][C:9](=[O:18])[C:10]1[C:11]([Cl:17])=[CH:12][CH:13]=[CH:14][C:15]=1[Cl:16])[CH2:5]/[CH:6]=[CH:7]/[C:21]1[CH:22]=[CH:23][C:24]([N:27]([CH2:34][CH2:35][C:36]#[N:37])[C:28]2[N:33]=[CH:32][CH:31]=[CH:30][N:29]=2)=[CH:25][CH:26]=1, predict the reactants needed to synthesize it. The reactants are: [CH3:1][O:2][C:3](=[O:19])[CH:4]([NH:8][C:9](=[O:18])[C:10]1[C:15]([Cl:16])=[CH:14][CH:13]=[CH:12][C:11]=1[Cl:17])[CH2:5][CH:6]=[CH2:7].I[C:21]1[CH:26]=[CH:25][C:24]([N:27]([CH2:34][CH2:35][C:36]#[N:37])[C:28]2[N:33]=[CH:32][CH:31]=[CH:30][N:29]=2)=[CH:23][CH:22]=1. (2) Given the product [NH2:13][C:10]1[CH:11]=[CH:12][C:7]([S:4]([CH:1]([CH3:3])[CH3:2])(=[O:6])=[O:5])=[C:8]([CH:16]2[CH:20]([C:21]([O:23][CH3:24])=[O:22])[CH2:19][CH2:18][N:17]2[C:25]([O:27][C:28]([CH3:29])([CH3:30])[CH3:31])=[O:26])[CH:9]=1, predict the reactants needed to synthesize it. The reactants are: [CH:1]([S:4]([C:7]1[CH:12]=[CH:11][C:10]([N+:13]([O-])=O)=[CH:9][C:8]=1[CH:16]1[CH:20]([C:21]([O:23][CH3:24])=[O:22])[CH2:19][CH2:18][N:17]1[C:25]([O:27][C:28]([CH3:31])([CH3:30])[CH3:29])=[O:26])(=[O:6])=[O:5])([CH3:3])[CH3:2]. (3) Given the product [CH:1]1([C:4]2[NH:26][C:7]3=[N:8][C:9]([C:19]4[CH:20]=[CH:21][C:22]([CH3:25])=[CH:23][CH:24]=4)=[C:10]([C:12]4[CH:17]=[CH:16][C:15]([CH3:18])=[CH:14][CH:13]=4)[N:11]=[C:6]3[CH:5]=2)[CH2:3][CH2:2]1, predict the reactants needed to synthesize it. The reactants are: [CH:1]1([C:4]#[C:5][C:6]2[C:7]([NH2:26])=[N:8][C:9]([C:19]3[CH:24]=[CH:23][C:22]([CH3:25])=[CH:21][CH:20]=3)=[C:10]([C:12]3[CH:17]=[CH:16][C:15]([CH3:18])=[CH:14][CH:13]=3)[N:11]=2)[CH2:3][CH2:2]1.CC(C)([O-])C.[K+]. (4) Given the product [C:32]([O:31][C:29]([N:26]1[CH2:27][CH2:28][C:24]([N:36]2[CH2:37][CH2:38][CH:39]([NH:1][C:2]3[CH:7]=[CH:6][CH:5]=[CH:4][C:3]=3[CH:8]([C:9]([O:11][C:12]([CH3:15])([CH3:13])[CH3:14])=[O:10])[C:16]([O:18][C:19]([CH3:22])([CH3:21])[CH3:20])=[O:17])[CH2:40][CH2:41]2)([CH3:23])[CH2:25]1)=[O:30])([CH3:33])([CH3:34])[CH3:35], predict the reactants needed to synthesize it. The reactants are: [NH2:1][C:2]1[CH:7]=[CH:6][CH:5]=[CH:4][C:3]=1[CH:8]([C:16]([O:18][C:19]([CH3:22])([CH3:21])[CH3:20])=[O:17])[C:9]([O:11][C:12]([CH3:15])([CH3:14])[CH3:13])=[O:10].[CH3:23][C:24]1([N:36]2[CH2:41][CH2:40][C:39](=O)[CH2:38][CH2:37]2)[CH2:28][CH2:27][N:26]([C:29]([O:31][C:32]([CH3:35])([CH3:34])[CH3:33])=[O:30])[CH2:25]1.